Predict the reactants needed to synthesize the given product. From a dataset of Full USPTO retrosynthesis dataset with 1.9M reactions from patents (1976-2016). (1) Given the product [OH:27][C@@H:26]([CH3:28])[C@@H:25]([NH:24][C:6]([O:23][CH2:22][CH2:21][CH2:20][CH2:19][C:13]1[CH:18]=[CH:17][CH:16]=[CH:15][CH:14]=1)=[O:7])[C:29]([OH:31])=[O:30], predict the reactants needed to synthesize it. The reactants are: C1N=CN([C:6](N2C=NC=C2)=[O:7])C=1.[C:13]1([CH2:19][CH2:20][CH2:21][CH2:22][OH:23])[CH:18]=[CH:17][CH:16]=[CH:15][CH:14]=1.[NH2:24][C@@H:25]([C:29]([OH:31])=[O:30])[C@H:26]([CH3:28])[OH:27].CCN(CC)CC. (2) The reactants are: [NH2:17][C:16]1[CH:18]=[CH:19][C:20]([O:22][C:23]([F:24])([F:25])[F:26])=[CH:21][C:15]=1[S:14][S:14][C:15]1[CH:21]=[C:20]([O:22][C:23]([F:26])([F:25])[F:24])[CH:19]=[CH:18][C:16]=1[NH2:17].[S:27]1[CH2:32][C:31](=O)[CH2:30][C:29](=[O:34])[CH2:28]1. Given the product [F:26][C:23]([F:24])([F:25])[O:22][C:20]1[CH:19]=[CH:18][C:16]2[NH:17][C:31]3[CH2:32][S:27][CH2:28][C:29](=[O:34])[C:30]=3[S:14][C:15]=2[CH:21]=1, predict the reactants needed to synthesize it. (3) Given the product [Cl:25][CH2:21][C:19]1[N:20]=[C:16]([C:13]2[CH:14]=[CH:15][C:10]([N:1]3[C:5]4[CH:6]=[CH:7][CH:8]=[CH:9][C:4]=4[N:3]=[CH:2]3)=[CH:11][CH:12]=2)[O:17][CH:18]=1, predict the reactants needed to synthesize it. The reactants are: [N:1]1([C:10]2[CH:15]=[CH:14][C:13]([C:16]3[O:17][CH:18]=[C:19]([CH2:21]O)[N:20]=3)=[CH:12][CH:11]=2)[C:5]2[CH:6]=[CH:7][CH:8]=[CH:9][C:4]=2[N:3]=[CH:2]1.S(Cl)([Cl:25])=O. (4) Given the product [C:17]1([S:14]([CH2:27][C:28]2[C:33]([C:34]([O:36][CH2:37][CH3:38])=[O:35])=[C:32]([O:39][CH3:40])[C:31]([I:41])=[C:30]([O:42][CH3:43])[CH:29]=2)(=[O:16])=[O:15])[CH:22]=[CH:21][CH:20]=[CH:19][CH:18]=1, predict the reactants needed to synthesize it. The reactants are: BrC1C(OC)=C(C(C[S:14]([C:17]2[CH:22]=[CH:21][C:20](F)=[CH:19][CH:18]=2)(=[O:16])=[O:15])=CC=1)C(OCC)=O.Br[CH2:27][C:28]1[C:33]([C:34]([O:36][CH2:37][CH3:38])=[O:35])=[C:32]([O:39][CH3:40])[C:31]([I:41])=[C:30]([O:42][CH3:43])[CH:29]=1.